This data is from Forward reaction prediction with 1.9M reactions from USPTO patents (1976-2016). The task is: Predict the product of the given reaction. (1) Given the reactants [CH2:1]([N:3]1[CH2:11][C:10]2[C:5](=[N:6][CH:7]=[CH:8][CH:9]=2)[CH2:4]1)[CH3:2].O, predict the reaction product. The product is: [CH2:1]([N:3]1[CH2:11][CH:10]2[CH:5]([NH:6][CH2:7][CH2:8][CH2:9]2)[CH2:4]1)[CH3:2]. (2) Given the reactants [OH:1][C:2]1[CH:3]=[C:4]([CH:10]=[CH:11][CH:12]=1)[C:5]([O:7]CC)=[O:6].Br[CH2:14][C:15]([CH3:17])=[CH2:16].C(=O)([O-])[O-].[K+].[K+], predict the reaction product. The product is: [CH3:16][C:15](=[CH2:14])[CH2:17][O:1][C:2]1[CH:3]=[C:4]([CH:10]=[CH:11][CH:12]=1)[C:5]([OH:7])=[O:6]. (3) Given the reactants [NH2:1][C:2]1[N:3]=[N:4][N:5]([CH2:7][CH3:8])[N:6]=1.[CH3:9][O:10][C:11]1[C:24]2[O:23][C:22]3[C:17](=[CH:18][CH:19]=[CH:20][CH:21]=3)[CH:16]([C:25](Cl)=[O:26])[C:15]=2[CH:14]=[CH:13][CH:12]=1, predict the reaction product. The product is: [CH2:7]([N:5]1[N:4]=[N:3][C:2]([NH:1][C:25]([CH:16]2[C:15]3[CH:14]=[CH:13][CH:12]=[C:11]([O:10][CH3:9])[C:24]=3[O:23][C:22]3[C:17]2=[CH:18][CH:19]=[CH:20][CH:21]=3)=[O:26])=[N:6]1)[CH3:8]. (4) Given the reactants [C:1]([O:5][C:6]([CH2:8][CH2:9][C:10]([NH2:29])([CH2:20][CH2:21][C:22]([O:24][C:25]([CH3:28])([CH3:27])[CH3:26])=[O:23])[CH2:11][CH2:12][C:13]([O:15][C:16]([CH3:19])([CH3:18])[CH3:17])=[O:14])=[O:7])([CH3:4])([CH3:3])[CH3:2].[C:30]1(=[O:36])[O:35][C:33](=[O:34])[CH2:32][CH2:31]1, predict the reaction product. The product is: [C:1]([O:5][C:6]([CH2:8][CH2:9][C:10]([NH:29][C:30]([CH2:31][CH2:32][C:33]([OH:35])=[O:34])=[O:36])([CH2:20][CH2:21][C:22]([O:24][C:25]([CH3:28])([CH3:27])[CH3:26])=[O:23])[CH2:11][CH2:12][C:13]([O:15][C:16]([CH3:17])([CH3:18])[CH3:19])=[O:14])=[O:7])([CH3:2])([CH3:3])[CH3:4]. (5) Given the reactants [CH2:1]([NH2:5])[CH2:2][CH2:3][CH3:4].[C:6]1(C2C=CC=CC=2)[CH:11]=[CH:10][C:9]([CH2:12][C@H:13]([NH:23][C:24]([N:26]([CH:32]([CH2:41][C:42]([O:44][CH2:45][CH3:46])=[O:43])[CH2:33][S:34][C:35]2[CH:40]=[CH:39][CH:38]=[CH:37][CH:36]=2)[CH2:27][CH2:28][CH:29]([CH3:31])[CH3:30])=[O:25])[C:14](OC2C=CC=CC=2)=[O:15])=[CH:8][CH:7]=1, predict the reaction product. The product is: [C:6]1([C:6]2[CH:11]=[CH:10][CH:9]=[CH:8][CH:7]=2)[CH:7]=[CH:8][C:9]([CH2:12][C@H:13]([NH:23][C:24]([N:26]([CH:32]([CH2:41][C:42]([O:44][CH2:45][CH3:46])=[O:43])[CH2:33][S:34][C:35]2[CH:36]=[CH:37][CH:38]=[CH:39][CH:40]=2)[CH2:27][CH2:28][CH:29]([CH3:30])[CH3:31])=[O:25])[C:14]([NH:5][CH2:1][CH2:2][CH2:3][CH3:4])=[O:15])=[CH:10][CH:11]=1. (6) Given the reactants [F:1][C:2]([F:38])([F:37])[C:3]1[CH:4]=[C:5]([CH:30]=[C:31]([C:33]([F:36])([F:35])[F:34])[CH:32]=1)[CH2:6][CH:7]1[C:12]2[C:13](=[O:29])[N:14]([C:22]3[CH:27]=[CH:26][CH:25]=[CH:24][C:23]=3[CH3:28])[CH:15]=[C:16](S(C)(=O)=O)[O:17][C:11]=2[NH:10][CH2:9][NH:8]1.[C:39]([N:42]1[CH2:47][CH2:46][NH:45][CH2:44][CH2:43]1)(=[O:41])[CH3:40], predict the reaction product. The product is: [C:39]([N:42]1[CH2:47][CH2:46][N:45]([C:16]2[O:17][C:11]3[NH:10][CH2:9][NH:8][CH:7]([CH2:6][C:5]4[CH:4]=[C:3]([C:2]([F:38])([F:37])[F:1])[CH:32]=[C:31]([C:33]([F:36])([F:35])[F:34])[CH:30]=4)[C:12]=3[C:13](=[O:29])[N:14]([C:22]3[CH:27]=[CH:26][CH:25]=[CH:24][C:23]=3[CH3:28])[CH:15]=2)[CH2:44][CH2:43]1)(=[O:41])[CH3:40]. (7) The product is: [O:43]1[CH:42]=[CH:41][C:40]([C:16]2[CH:17]=[C:18]3[C:23](=[CH:24][CH:25]=2)[CH:22]=[N:21][CH2:20]/[C:19]/3=[CH:30]\[NH:6][CH2:5][C:4]2[CH:7]=[C:8]([O:12][CH3:13])[C:9]([O:10][CH3:11])=[C:2]([OH:1])[CH:3]=2)=[CH:44]1. Given the reactants [OH:1][C:2]1[CH:3]=[C:4]([CH:7]=[C:8]([O:12][CH3:13])[C:9]=1[O:10][CH3:11])[CH2:5][NH2:6].CO[C:16]1[CH:17]=[C:18]2[C:23](=[CH:24][C:25]=1OC)[C:22](=O)[NH:21][C:20](=O)/[C:19]/2=[CH:30]/OC.Cl.OC1C=C([CH:40]=[CH:41][C:42]=1[O:43][CH3:44])CN.Cl.CON, predict the reaction product.